Dataset: TCR-epitope binding with 47,182 pairs between 192 epitopes and 23,139 TCRs. Task: Binary Classification. Given a T-cell receptor sequence (or CDR3 region) and an epitope sequence, predict whether binding occurs between them. (1) The epitope is VLWAHGFEL. The TCR CDR3 sequence is CASSLGGARVLF. Result: 1 (the TCR binds to the epitope). (2) The TCR CDR3 sequence is CASSYSAGGYYGYTF. The epitope is SEETGTLIV. Result: 0 (the TCR does not bind to the epitope). (3) The epitope is GTSGSPIIDK. The TCR CDR3 sequence is CASSLKGGWAYNEQFF. Result: 1 (the TCR binds to the epitope). (4) The epitope is FLNRFTTTL. The TCR CDR3 sequence is CASSEGSPLHF. Result: 1 (the TCR binds to the epitope). (5) The epitope is VTEHDTLLY. The TCR CDR3 sequence is CASSQERQLPYNEQFF. Result: 0 (the TCR does not bind to the epitope). (6) The epitope is NLDSKVGGNY. The TCR CDR3 sequence is CASSELGNPNYGYTF. Result: 0 (the TCR does not bind to the epitope).